Predict the product of the given reaction. From a dataset of Forward reaction prediction with 1.9M reactions from USPTO patents (1976-2016). (1) Given the reactants Cl.[NH:2]([C:6]1[CH:14]=[CH:13][C:9]([C:10](Cl)=[O:11])=[CH:8][CH:7]=1)[C:3]([NH2:5])=[NH:4].[O:15]=[S:16]1(=[O:54])[CH2:21][CH2:20][N:19]([C:22](=[O:53])[CH2:23][CH2:24][C:25]2[CH:30]=[CH:29][C:28]([OH:31])=[CH:27][C:26]=2[C:32]2[CH2:36][C:35]([CH2:45][C:46]([O:48][C:49]([CH3:52])([CH3:51])[CH3:50])=[O:47])([CH2:37][C:38]([O:40][C:41]([CH3:44])([CH3:43])[CH3:42])=[O:39])[O:34][N:33]=2)[CH2:18][CH2:17]1.N1C=CC=CC=1.CN1C(=O)CCC1, predict the reaction product. The product is: [NH:2]([C:6]1[CH:14]=[CH:13][C:9]([C:10]([O:31][C:28]2[CH:29]=[CH:30][C:25]([CH2:24][CH2:23][C:22]([N:19]3[CH2:18][CH2:17][S:16](=[O:15])(=[O:54])[CH2:21][CH2:20]3)=[O:53])=[C:26]([C:32]3[CH2:36][C:35]([CH2:45][C:46]([O:48][C:49]([CH3:52])([CH3:51])[CH3:50])=[O:47])([CH2:37][C:38](=[O:39])[O:40][C:41]([CH3:44])([CH3:42])[CH3:43])[O:34][N:33]=3)[CH:27]=2)=[O:11])=[CH:8][CH:7]=1)[C:3]([NH2:5])=[NH:4]. (2) Given the reactants [CH3:1][O:2][C:3](=[O:7])[CH2:4][CH2:5][NH2:6].C(O)(=O)C.[NH:12]1[C:20]2[C:15](=[CH:16][C:17]([NH:21][C:22]3[C:23]4[S:30][C:29]([C:31]5[CH:38]=[CH:37][C:34]([CH:35]=O)=[CH:33][CH:32]=5)=[CH:28][C:24]=4[N:25]=[CH:26][N:27]=3)=[CH:18][CH:19]=2)[CH:14]=[CH:13]1.C([BH3-])#N.[Na+], predict the reaction product. The product is: [CH3:1][O:2][C:3](=[O:7])[CH2:4][CH2:5][NH:6][CH2:35][C:34]1[CH:33]=[CH:32][C:31]([C:29]2[S:30][C:23]3[C:22]([NH:21][C:17]4[CH:16]=[C:15]5[C:20](=[CH:19][CH:18]=4)[NH:12][CH:13]=[CH:14]5)=[N:27][CH:26]=[N:25][C:24]=3[CH:28]=2)=[CH:38][CH:37]=1. (3) Given the reactants [CH2:1]([O:8][CH2:9][C@H:10]([C@H:12]1[O:16][C:15](=[O:17])[C@H:14]([CH2:18][CH3:19])[CH2:13]1)[OH:11])[C:2]1[CH:7]=[CH:6][CH:5]=[CH:4][CH:3]=1.C(N(CC)CC)C.[CH3:27][S:28](Cl)(=[O:30])=[O:29].O, predict the reaction product. The product is: [CH2:1]([O:8][CH2:9][C@@H:10]([O:11][S:28]([CH3:27])(=[O:30])=[O:29])[C@@H:12]1[CH2:13][C@@H:14]([CH2:18][CH3:19])[C:15](=[O:17])[O:16]1)[C:2]1[CH:3]=[CH:4][CH:5]=[CH:6][CH:7]=1. (4) Given the reactants [O:1]([C:8]1[CH:13]=[CH:12][CH:11]=[CH:10][C:9]=1[NH:14][S:15]([C:18]1[CH:30]=[CH:29][C:21]([C:22]([NH:24][CH2:25][C:26]([OH:28])=O)=[O:23])=[CH:20][CH:19]=1)(=[O:17])=[O:16])[C:2]1[CH:7]=[CH:6][CH:5]=[CH:4][CH:3]=1.[NH2:31][C:32]1[CH:37]=[CH:36][CH:35]=[CH:34][CH:33]=1, predict the reaction product. The product is: [O:1]([C:8]1[CH:13]=[CH:12][CH:11]=[CH:10][C:9]=1[NH:14][S:15]([C:18]1[CH:19]=[CH:20][C:21]([C:22]([NH:24][CH2:25][C:26](=[O:28])[NH:31][C:32]2[CH:37]=[CH:36][CH:35]=[CH:34][CH:33]=2)=[O:23])=[CH:29][CH:30]=1)(=[O:16])=[O:17])[C:2]1[CH:3]=[CH:4][CH:5]=[CH:6][CH:7]=1. (5) Given the reactants Br[C:2]1[CH:3]=[C:4]2[C:8](=[CH:9][CH:10]=1)[N:7]([C:11]1[CH:16]=[CH:15][CH:14]=[C:13]([O:17][CH3:18])[CH:12]=1)[N:6]=[CH:5]2.[Cl:19][C:20]1[CH:25]=[C:24]([Cl:26])[CH:23]=[CH:22][C:21]=1[CH:27]([CH3:30])[CH:28]=[O:29], predict the reaction product. The product is: [Cl:19][C:20]1[CH:25]=[C:24]([Cl:26])[CH:23]=[CH:22][C:21]=1[CH:27]([CH3:30])[CH:28]([C:2]1[CH:3]=[C:4]2[C:8](=[CH:9][CH:10]=1)[N:7]([C:11]1[CH:16]=[CH:15][CH:14]=[C:13]([O:17][CH3:18])[CH:12]=1)[N:6]=[CH:5]2)[OH:29]. (6) Given the reactants C[Al](C)C.Cl.[CH3:6][NH:7][O:8][CH3:9].[CH3:10][C:11]1[CH:20]=[CH:19][C:18]2[C:13](=[CH:14][CH:15]=[CH:16][C:17]=2[CH:21]2[CH2:26][CH2:25][N:24]([CH2:27][CH2:28][C:29]3[C:38]4[O:37][CH2:36][C:35]5=[C:39]([C:42](OCC)=[O:43])[N:40]=[CH:41][N:34]5[C:33]=4[CH:32]=[CH:31][CH:30]=3)[CH2:23][CH2:22]2)[N:12]=1.[OH-].[Na+], predict the reaction product. The product is: [CH3:6][N:7]([O:8][CH3:9])[C:42]([C:39]1[N:40]=[CH:41][N:34]2[C:33]3[CH:32]=[CH:31][CH:30]=[C:29]([CH2:28][CH2:27][N:24]4[CH2:25][CH2:26][CH:21]([C:17]5[CH:16]=[CH:15][CH:14]=[C:13]6[C:18]=5[CH:19]=[CH:20][C:11]([CH3:10])=[N:12]6)[CH2:22][CH2:23]4)[C:38]=3[O:37][CH2:36][C:35]=12)=[O:43]. (7) Given the reactants FC(F)(F)C(O)=O.[CH:8]([O:11][C:12]1[CH:13]=[C:14]([NH2:22])[CH:15]=[C:16]([O:18][CH:19]([CH3:21])[CH3:20])[CH:17]=1)([CH3:10])[CH3:9].[C:23](Cl)(=[O:27])[C:24](Cl)=[O:25], predict the reaction product. The product is: [CH:8]([O:11][C:12]1[CH:17]=[C:16]([O:18][CH:19]([CH3:21])[CH3:20])[CH:15]=[C:14]2[C:13]=1[C:23](=[O:27])[C:24](=[O:25])[NH:22]2)([CH3:10])[CH3:9].